Dataset: Full USPTO retrosynthesis dataset with 1.9M reactions from patents (1976-2016). Task: Predict the reactants needed to synthesize the given product. (1) Given the product [Cl:12][C:13]1[CH:20]=[CH:19][C:16]([CH2:17][O:18][C:2]2[CH:3]=[N:4][CH:5]=[CH:6][C:7]=2[N+:8]([O-:10])=[O:9])=[CH:15][CH:14]=1, predict the reactants needed to synthesize it. The reactants are: Br[C:2]1[CH:3]=[N+:4]([O-])[CH:5]=[CH:6][C:7]=1[N+:8]([O-:10])=[O:9].[Cl:12][C:13]1[CH:20]=[CH:19][C:16]([CH2:17][OH:18])=[CH:15][CH:14]=1. (2) Given the product [CH3:21][C:20]1[N:15]2[C:14](=[O:22])[N:13]([CH:10]3[CH2:11][CH2:12][N:7]([C:5](=[O:6])[CH:4]([NH:3][C:47]([NH:46][C:40]4[CH:45]=[CH:44][CH:43]=[CH:42][CH:41]=4)=[O:48])[C:23]4[CH:24]=[CH:25][CH:26]=[CH:27][CH:28]=4)[CH2:8][CH2:9]3)[CH2:17][C:16]2=[CH:18][N:19]=1, predict the reactants needed to synthesize it. The reactants are: Cl.Cl.[NH2:3][CH:4]([C:23]1[CH:28]=[CH:27][CH:26]=[CH:25][CH:24]=1)[C:5]([N:7]1[CH2:12][CH2:11][CH:10]([N:13]2[CH2:17][C:16]3=[CH:18][N:19]=[C:20]([CH3:21])[N:15]3[C:14]2=[O:22])[CH2:9][CH2:8]1)=[O:6].C1CCN2C(=NCCC2)CC1.[C:40]1([N:46]=[C:47]=[O:48])[CH:45]=[CH:44][CH:43]=[CH:42][CH:41]=1.